This data is from Forward reaction prediction with 1.9M reactions from USPTO patents (1976-2016). The task is: Predict the product of the given reaction. (1) Given the reactants CCN=C=NCCCN(C)C.Cl.C(N(C(C)C)CC)(C)C.[N:22]1([C:28]([O:30][C:31]([CH3:34])([CH3:33])[CH3:32])=[O:29])[CH2:27][CH2:26][NH:25][CH2:24][CH2:23]1.[OH:35][CH2:36][C:37]([CH2:42][OH:43])([CH3:41])[C:38](O)=[O:39].C1C=CC2N(O)N=NC=2C=1, predict the reaction product. The product is: [OH:39][CH2:38][C:37]([CH2:42][OH:43])([CH3:41])[C:36]([N:25]1[CH2:26][CH2:27][N:22]([C:28]([O:30][C:31]([CH3:34])([CH3:33])[CH3:32])=[O:29])[CH2:23][CH2:24]1)=[O:35]. (2) The product is: [F:23][C:24]1[CH:29]=[CH:28][C:27]([F:30])=[CH:26][C:25]=1[NH:31][C:7]1[C:12]([CH3:13])=[C:11]([CH3:14])[N:10]=[C:9]([NH:15][CH2:16][C:17]2[CH:22]=[CH:21][CH:20]=[CH:19][N:18]=2)[N:8]=1. Given the reactants C1(N[C:7]2[C:12]([CH3:13])=[C:11]([CH3:14])[N:10]=[C:9]([NH:15][CH2:16][C:17]3[CH:22]=[CH:21][CH:20]=[CH:19][N:18]=3)[N:8]=2)CCCC1.[F:23][C:24]1[CH:29]=[CH:28][C:27]([F:30])=[CH:26][C:25]=1[NH2:31], predict the reaction product. (3) Given the reactants [NH2:1][C:2]([CH3:31])([CH3:30])[C:3]([N:5]1[CH2:10][CH2:9][N:8]2[C:11]([NH:21][C:22]3[CH:27]=[CH:26][C:25]([F:28])=[C:24]([F:29])[CH:23]=3)=[C:12]([C:14]3[CH:19]=[CH:18][C:17]([F:20])=[CH:16][CH:15]=3)[N:13]=[C:7]2[CH2:6]1)=[O:4], predict the reaction product. The product is: [F:29][C:24]1[CH:23]=[C:22]([NH:21][C:11]2[N:8]3[C:7]([C:6]4[N:5]([C:3](=[O:4])[C:2]([CH3:31])([CH3:30])[N:1]=4)[CH2:10][CH2:9]3)=[N:13][C:12]=2[C:14]2[CH:19]=[CH:18][C:17]([F:20])=[CH:16][CH:15]=2)[CH:27]=[CH:26][C:25]=1[F:28]. (4) The product is: [NH2:24][C:11]1[C:12]([N:17]2[CH2:20][CH:19]([N:21]([CH3:22])[CH3:23])[CH2:18]2)=[CH:13][C:14]([O:15][CH3:16])=[C:9]([NH:8][C:5]2[N:4]=[C:3]([C:25]3[CH:26]=[N:27][N:28]4[CH:33]=[CH:32][CH:31]=[CH:30][C:29]=34)[C:2]([C:68]#[N:69])=[CH:7][N:6]=2)[CH:10]=1. Given the reactants Cl[C:2]1[C:3]([C:25]2[CH:26]=[N:27][N:28]3[CH:33]=[CH:32][CH:31]=[CH:30][C:29]=23)=[N:4][C:5]([NH:8][C:9]2[C:14]([O:15][CH3:16])=[CH:13][C:12]([N:17]3[CH2:20][CH:19]([N:21]([CH3:23])[CH3:22])[CH2:18]3)=[C:11]([NH2:24])[CH:10]=2)=[N:6][CH:7]=1.C1(P(C2CCCCC2)C2C=CC=CC=2C2C(C(C)C)=CC(C(C)C)=CC=2C(C)C)CCCCC1.[C:68]([Zn]C#N)#[N:69], predict the reaction product. (5) The product is: [F:20][C:4]1[CH:5]=[C:6]([N:9]2[CH2:13][CH:12]([CH2:14][NH:15][C:16](=[O:18])[CH3:17])[O:11][C:10]2=[O:19])[CH:7]=[CH:8][C:3]=1[C:1]#[C:2][C:29]1[N:37]=[CH:36][N:35]=[C:34]2[C:30]=1[NH:31][CH:32]=[N:33]2. Given the reactants [C:1]([C:3]1[CH:8]=[CH:7][C:6]([N:9]2[CH2:13][C@H:12]([CH2:14][NH:15][C:16](=[O:18])[CH3:17])[O:11][C:10]2=[O:19])=[CH:5][C:4]=1[F:20])#[CH:2].C(NC(C)C)(C)C.I[C:29]1[N:37]=[CH:36][N:35]=[C:34]2[C:30]=1[NH:31][CH:32]=[N:33]2, predict the reaction product. (6) Given the reactants [OH:1][C:2]1[CH:7]=[CH:6][C:5]([CH2:8][C:9]([O:11][CH3:12])=[O:10])=[CH:4][C:3]=1[N+:13]([O-:15])=[O:14].C([O-])([O-])=O.[Cs+].[Cs+].Br[CH2:23][C:24]([O:26][CH2:27][CH3:28])=[O:25], predict the reaction product. The product is: [CH3:12][O:11][C:9](=[O:10])[CH2:8][C:5]1[CH:6]=[CH:7][C:2]([O:1][CH2:23][C:24]([O:26][CH2:27][CH3:28])=[O:25])=[C:3]([N+:13]([O-:15])=[O:14])[CH:4]=1. (7) Given the reactants SCC1(CC(O)=O)CC1.[OH-].[Na+:11].[Cl-].[Na+].C1(N)CCCCCCC1.[CH3:23][C:24]([OH:63])([C:26]1[CH:27]=[CH:28][CH:29]=[CH:30][C:31]=1[CH2:32][CH2:33][C@@H:34]([S:54][CH2:55][C:56]1([CH2:59][C:60]([OH:62])=[O:61])[CH2:58][CH2:57]1)[C:35]1[CH:36]=[CH:37][CH:38]=[C:39](/[CH:41]=[CH:42]/[C:43]2[CH:44]=[CH:45][C:46]3[CH:47]=[CH:48][C:49]([Cl:53])=[CH:50][C:51]=3[N:52]=2)[CH:40]=1)[CH3:25].C(O)(=O)CC(CC(O)=O)(C(O)=O)O, predict the reaction product. The product is: [CH3:25][C:24]([OH:63])([C:26]1[CH:27]=[CH:28][CH:29]=[CH:30][C:31]=1[CH2:32][CH2:33][C@@H:34]([S:54][CH2:55][C:56]1([CH2:59][C:60]([O-:62])=[O:61])[CH2:57][CH2:58]1)[C:35]1[CH:36]=[CH:37][CH:38]=[C:39](/[CH:41]=[CH:42]/[C:43]2[CH:44]=[CH:45][C:46]3[CH:47]=[CH:48][C:49]([Cl:53])=[CH:50][C:51]=3[N:52]=2)[CH:40]=1)[CH3:23].[Na+:11].